From a dataset of Forward reaction prediction with 1.9M reactions from USPTO patents (1976-2016). Predict the product of the given reaction. (1) Given the reactants [C:1]([O:5][C:6]([N:8]1[CH2:12][CH:11]([O:13][C:14]2[CH:19]=[CH:18][CH:17]=[CH:16][CH:15]=2)[CH:10]2[N:20]([C:23](=[O:45])[CH:24]([NH:28][C:29](=[O:44])[CH:30]([N:32](C(OCC3C=CC=CC=3)=O)[CH3:33])[CH3:31])[CH:25]([CH3:27])[CH3:26])[CH2:21][CH2:22][CH:9]12)=[O:7])([CH3:4])([CH3:3])[CH3:2], predict the reaction product. The product is: [C:1]([O:5][C:6]([N:8]1[CH2:12][CH:11]([O:13][C:14]2[CH:19]=[CH:18][CH:17]=[CH:16][CH:15]=2)[CH:10]2[N:20]([C:23](=[O:45])[CH:24]([NH:28][C:29](=[O:44])[CH:30]([NH:32][CH3:33])[CH3:31])[CH:25]([CH3:27])[CH3:26])[CH2:21][CH2:22][CH:9]12)=[O:7])([CH3:2])([CH3:4])[CH3:3]. (2) Given the reactants Br[CH:2]([C:7]1[CH:12]=[CH:11][CH:10]=[C:9]([F:13])[CH:8]=1)[C:3]([O:5][CH3:6])=[O:4].[NH:14]1[CH2:19][CH2:18][CH2:17][CH2:16][CH2:15]1.CCN(C(C)C)C(C)C, predict the reaction product. The product is: [F:13][C:9]1[CH:8]=[C:7]([CH:2]([N:14]2[CH2:19][CH2:18][CH2:17][CH2:16][CH2:15]2)[C:3]([O:5][CH3:6])=[O:4])[CH:12]=[CH:11][CH:10]=1. (3) Given the reactants [OH:1][C:2]1[CH:7]=[CH:6][C:5]([NH:8][C:9](=[O:11])[CH3:10])=[C:4]([N+:12]([O-:14])=[O:13])[CH:3]=1.Br[CH2:16][CH2:17][CH2:18][C:19]([O:21][CH2:22][CH3:23])=[O:20].C(=O)([O-])[O-].[K+].[K+].CN(C)C=O, predict the reaction product. The product is: [C:9]([NH:8][C:5]1[CH:6]=[CH:7][C:2]([O:1][CH2:16][CH2:17][CH2:18][C:19]([O:21][CH2:22][CH3:23])=[O:20])=[CH:3][C:4]=1[N+:12]([O-:14])=[O:13])(=[O:11])[CH3:10]. (4) Given the reactants [CH2:1]([N:3]1[C:8](=[O:9])[CH:7]=[CH:6][N:5]([C:10]2[CH:15]=[C:14]([S:16][CH2:17][C:18]([F:21])([F:20])[F:19])[C:13]([CH3:22])=[CH:12][C:11]=2[F:23])[C:4]1=[O:24])[CH3:2].ClC1C=CC=C(C(OO)=[O:33])C=1, predict the reaction product. The product is: [CH2:1]([N:3]1[C:8](=[O:9])[CH:7]=[CH:6][N:5]([C:10]2[CH:15]=[C:14]([S:16]([CH2:17][C:18]([F:21])([F:19])[F:20])=[O:33])[C:13]([CH3:22])=[CH:12][C:11]=2[F:23])[C:4]1=[O:24])[CH3:2]. (5) The product is: [Br:1][C:2]1[C:3]([C:8]2[S:9][C:10]([Cl:13])=[CH:11][CH:12]=2)=[N:4][N:5]([CH2:17][CH3:18])[C:6]=1[CH3:7]. Given the reactants [Br:1][C:2]1[C:3]([C:8]2[S:9][C:10]([Cl:13])=[CH:11][CH:12]=2)=[N:4][NH:5][C:6]=1[CH3:7].[H-].[Na+].I[CH2:17][CH3:18].[Cl-].[NH4+], predict the reaction product. (6) The product is: [CH3:1][O:2][C:3]([C:5]1[C:10]([O:11][CH3:12])=[CH:9][CH:8]=[CH:7][N:6]=1)=[O:4]. Given the reactants [CH3:1][O:2][C:3]([C:5]1[C:10]([OH:11])=[CH:9][CH:8]=[CH:7][N:6]=1)=[O:4].[C:12]([O-])([O-])=O.[K+].[K+].CI.CN(C=O)C, predict the reaction product.